This data is from Reaction yield outcomes from USPTO patents with 853,638 reactions. The task is: Predict the reaction yield, written as a fraction of the theoretical maximum amount of product (1.0 means a 100% yield; for example, 0.34 means a 34% yield). (1) The reactants are O[CH:2]1[C:11]2[C:6](=[CH:7][CH:8]=[CH:9][CH:10]=2)[N:5]([C:12]([C:14]2[CH:19]=[CH:18][CH:17]=[C:16]([O:20][CH3:21])[CH:15]=2)=[O:13])[C:4]([CH3:23])([CH3:22])[CH2:3]1.I[Si](C)(C)C.[NH2:29][C:30]1[CH:35]=[CH:34][CH:33]=[CH:32][CH:31]=1. The catalyst is ClCCl. The product is [CH3:23][C:4]1([CH3:22])[CH2:3][CH:2]([NH:29][C:30]2[CH:35]=[CH:34][CH:33]=[CH:32][CH:31]=2)[C:11]2[C:6](=[CH:7][CH:8]=[CH:9][CH:10]=2)[N:5]1[C:12]([C:14]1[CH:19]=[CH:18][CH:17]=[C:16]([O:20][CH3:21])[CH:15]=1)=[O:13]. The yield is 0.240. (2) The reactants are [CH3:1][CH:2]([NH:13][C:14]1[CH:19]=[CH:18][C:17]([C:20]2[N:21]=[CH:22][N:23]([CH2:25][C:26]([O:28][C:29]([CH3:32])([CH3:31])[CH3:30])=[O:27])[CH:24]=2)=[CH:16][CH:15]=1)[CH2:3][C:4]([NH:6][C:7]([O:9][CH:10]([CH3:12])[CH3:11])=[O:8])=O.[BH4-].[Na+].[Cl-].[Mg+2].[Cl-].C(O)(=O)CC(CC(O)=O)(C(O)=O)O.Cl. The catalyst is C(O)C.C(Cl)Cl. The product is [CH3:1][C@H:2]1[CH2:3][C@@H:4]([NH:6][C:7]([O:9][CH:10]([CH3:12])[CH3:11])=[O:8])[C:19]2[C:14](=[CH:15][CH:16]=[C:17]([C:20]3[N:21]=[CH:22][N:23]([CH2:25][C:26]([O:28][C:29]([CH3:32])([CH3:31])[CH3:30])=[O:27])[CH:24]=3)[CH:18]=2)[NH:13]1. The yield is 0.680.